From a dataset of Human liver microsome stability data. Regression/Classification. Given a drug SMILES string, predict its absorption, distribution, metabolism, or excretion properties. Task type varies by dataset: regression for continuous measurements (e.g., permeability, clearance, half-life) or binary classification for categorical outcomes (e.g., BBB penetration, CYP inhibition). Dataset: hlm. The drug is C[C@@H]1CN(c2ccc(F)cc2C(F)(F)F)CCN1S(=O)(=O)c1ccc(N2CCOCC2)cc1Cl. The result is 0 (unstable in human liver microsomes).